Dataset: Full USPTO retrosynthesis dataset with 1.9M reactions from patents (1976-2016). Task: Predict the reactants needed to synthesize the given product. (1) Given the product [CH2:2]([C:6]1[O:7][C:8]2[CH:16]=[CH:15][CH:14]=[CH:13][C:9]=2[C:10]=1[CH2:11][NH:12][CH2:37][C:34]1[CH:35]=[CH:36][C:31]([C:30]([NH:29][CH2:17][CH2:18][CH2:19][CH2:20][CH2:21][CH2:22][CH2:23][CH2:24][CH2:25][CH2:26][CH2:27][CH3:28])=[O:39])=[CH:32][CH:33]=1)[CH2:3][CH2:4][CH3:5], predict the reactants needed to synthesize it. The reactants are: Cl.[CH2:2]([C:6]1[O:7][C:8]2[CH:16]=[CH:15][CH:14]=[CH:13][C:9]=2[C:10]=1[CH2:11][NH2:12])[CH2:3][CH2:4][CH3:5].[CH2:17]([NH:29][C:30](=[O:39])[C:31]1[CH:36]=[CH:35][C:34]([CH:37]=O)=[CH:33][CH:32]=1)[CH2:18][CH2:19][CH2:20][CH2:21][CH2:22][CH2:23][CH2:24][CH2:25][CH2:26][CH2:27][CH3:28]. (2) Given the product [F:19][C:13]1[CH:14]=[C:15]([F:18])[CH:16]=[CH:17][C:12]=1[C:9]1[CH:10]=[C:11]2[C:6](=[CH:7][CH:8]=1)[N:5]=[C:4]([C:20]1[CH:21]=[N:22][CH:23]=[CH:24][CH:25]=1)[N:3]=[C:2]2[C:31]1[N:32]=[CH:33][S:34][CH:35]=1, predict the reactants needed to synthesize it. The reactants are: Br[C:2]1[C:11]2[C:6](=[CH:7][CH:8]=[C:9]([C:12]3[CH:17]=[CH:16][C:15]([F:18])=[CH:14][C:13]=3[F:19])[CH:10]=2)[N:5]=[C:4]([C:20]2[CH:21]=[N:22][CH:23]=[CH:24][CH:25]=2)[N:3]=1.C([Sn](CCCC)(CCCC)[C:31]1[N:32]=[CH:33][S:34][CH:35]=1)CCC. (3) The reactants are: [Cl:1][C:2]1[CH:7]=[CH:6][C:5]([OH:8])=[CH:4][CH:3]=1.C1C=CC(N([S:16]([C:19]([F:22])([F:21])[F:20])(=[O:18])=[O:17])[S:16]([C:19]([F:22])([F:21])[F:20])(=[O:18])=[O:17])=CC=1.C(N(CC)CC)C.Cl. Given the product [F:20][C:19]([F:22])([F:21])[S:16]([O:8][C:5]1[CH:6]=[CH:7][C:2]([Cl:1])=[CH:3][CH:4]=1)(=[O:18])=[O:17], predict the reactants needed to synthesize it. (4) Given the product [CH2:17]([O:19][C:20](=[O:32])[C:21]1[CH:22]=[C:23]([CH3:31])[N:24]=[C:25]([CH2:27][CH:28]([CH3:30])[CH3:29])[CH:26]=1)[CH3:18], predict the reactants needed to synthesize it. The reactants are: C(OC(=O)C1C=C(C)C(CC(C)C)=NC=1)C.[CH2:17]([O:19][C:20](=[O:32])[C:21]1[CH:26]=[C:25]([CH:27]=[C:28]([CH3:30])[CH3:29])[N:24]=[C:23]([CH3:31])[CH:22]=1)[CH3:18]. (5) Given the product [C:1]1([C:7]2[NH:8][C:9]3[C:15]([NH:16][CH:20]4[CH2:21][O:17][CH2:18][CH2:19]4)=[CH:14][CH:13]=[CH:12][C:10]=3[N:11]=2)[CH:2]=[CH:3][CH:4]=[CH:5][CH:6]=1, predict the reactants needed to synthesize it. The reactants are: [C:1]1([C:7]2[NH:8][C:9]3[C:15]([NH2:16])=[CH:14][CH:13]=[CH:12][C:10]=3[N:11]=2)[CH:6]=[CH:5][CH:4]=[CH:3][CH:2]=1.[O:17]1[CH2:21][CH:20](C=O)[CH2:19][CH2:18]1. (6) Given the product [Si:1]([O:8][C@H:9]([CH2:10][C:11]([OH:13])=[O:12])[CH2:21][C:22]([NH2:24])=[O:23])([C:4]([CH3:6])([CH3:7])[CH3:5])([CH3:3])[CH3:2], predict the reactants needed to synthesize it. The reactants are: [Si:1]([O:8][C@@H:9]([CH2:21][C:22]([NH2:24])=[O:23])[CH2:10][C:11]([O:13]CC1C=CC=CC=1)=[O:12])([C:4]([CH3:7])([CH3:6])[CH3:5])([CH3:3])[CH3:2].[H][H].